From a dataset of Full USPTO retrosynthesis dataset with 1.9M reactions from patents (1976-2016). Predict the reactants needed to synthesize the given product. (1) Given the product [CH3:1][O:2][C:3](=[O:53])[C@@H:4]([NH:20][C:21]([CH:23]1[CH2:32][C:31]2[CH:30]=[C:29]3[O:33][CH2:34][C@H:35]([C:37]4[CH:42]=[CH:41][C:40]([O:43][CH2:44][C:45]5[CH:50]=[CH:49][C:48]([Cl:51])=[C:47]([Cl:52])[CH:46]=5)=[CH:39][CH:38]=4)[O:36][C:28]3=[CH:27][C:26]=2[CH2:25][N:24]1[S:62]([C:57]1[CH:58]=[CH:59][CH:60]=[CH:61][C:56]=1[O:55][CH3:54])(=[O:64])=[O:63])=[O:22])[CH2:5][C:6]1[CH:11]=[CH:10][C:9]([C:12]2[CH:13]=[CH:14][C:15]([C:18]#[N:19])=[CH:16][CH:17]=2)=[CH:8][CH:7]=1, predict the reactants needed to synthesize it. The reactants are: [CH3:1][O:2][C:3](=[O:53])[C@@H:4]([NH:20][C:21]([CH:23]1[CH2:32][C:31]2[CH:30]=[C:29]3[O:33][CH2:34][C@H:35]([C:37]4[CH:42]=[CH:41][C:40]([O:43][CH2:44][C:45]5[CH:50]=[CH:49][C:48]([Cl:51])=[C:47]([Cl:52])[CH:46]=5)=[CH:39][CH:38]=4)[O:36][C:28]3=[CH:27][C:26]=2[CH2:25][NH:24]1)=[O:22])[CH2:5][C:6]1[CH:11]=[CH:10][C:9]([C:12]2[CH:17]=[CH:16][C:15]([C:18]#[N:19])=[CH:14][CH:13]=2)=[CH:8][CH:7]=1.[CH3:54][O:55][C:56]1[CH:61]=[CH:60][CH:59]=[CH:58][C:57]=1[S:62](Cl)(=[O:64])=[O:63]. (2) Given the product [Cl:1][C:2]1[C:11]([O:12][CH2:13][CH:14]([OH:15])[CH2:16][N:41]2[CH2:40][CH2:39][CH:38]([N:30]([CH2:29][C:26]3[N:25]=[CH:24][C:23]4[O:22][CH2:21][CH2:20][O:19][C:28]=4[CH:27]=3)[C:31](=[O:37])[O:32][C:33]([CH3:35])([CH3:36])[CH3:34])[CH2:43][CH2:42]2)=[C:10]2[C:5](=[CH:4][CH:3]=1)[N:6]=[CH:7][C:8]([O:17][CH3:18])=[N:9]2, predict the reactants needed to synthesize it. The reactants are: [Cl:1][C:2]1[C:11]([O:12][CH2:13][C@@H:14]2[CH2:16][O:15]2)=[C:10]2[C:5]([N:6]=[CH:7][C:8]([O:17][CH3:18])=[N:9]2)=[CH:4][CH:3]=1.[O:19]1[C:28]2[CH:27]=[C:26]([CH2:29][N:30]([CH:38]3[CH2:43][CH2:42][NH:41][CH2:40][CH2:39]3)[C:31](=[O:37])[O:32][C:33]([CH3:36])([CH3:35])[CH3:34])[N:25]=[CH:24][C:23]=2[O:22][CH2:21][CH2:20]1. (3) Given the product [C:1]([C:3]1[CH:4]=[C:5]([F:32])[C:6]([NH:19][C@H:20]2[CH:25]3[CH2:24][CH2:23][CH:22]([CH2:27][CH2:26]3)[C@@H:21]2[C:28]([OH:30])=[O:29])=[N:7][C:8]=1[C:9]1[C:17]2[C:12](=[N:13][CH:14]=[C:15]([F:18])[CH:16]=2)[NH:11][N:10]=1)#[N:2], predict the reactants needed to synthesize it. The reactants are: [C:1]([C:3]1[CH:4]=[C:5]([F:32])[C:6]([NH:19][C@H:20]2[CH:25]3[CH2:26][CH2:27][CH:22]([CH2:23][CH2:24]3)[C@@H:21]2[C:28]([O:30]C)=[O:29])=[N:7][C:8]=1[C:9]1[C:17]2[C:12](=[N:13][CH:14]=[C:15]([F:18])[CH:16]=2)[NH:11][N:10]=1)#[N:2].O.[OH-].[Li+].Cl. (4) Given the product [CH:25]1([NH:24][C:23]([CH:20]2[N:17]3[C:18](=[O:19])[CH:12]([NH:11][C:10](=[O:36])[CH:8]([NH:7][CH3:6])[CH3:9])[CH2:13][CH2:14][CH2:15][CH:16]3[CH2:22][CH2:21]2)=[O:35])[C:34]2[C:29](=[CH:30][CH:31]=[CH:32][CH:33]=2)[CH2:28][CH2:27][CH2:26]1, predict the reactants needed to synthesize it. The reactants are: C(O[C:6](=O)[N:7](C)[CH:8]([C:10](=[O:36])[NH:11][CH:12]1[C:18](=[O:19])[N:17]2[CH:20]([C:23](=[O:35])[NH:24][CH:25]3[C:34]4[C:29](=[CH:30][CH:31]=[CH:32][CH:33]=4)[CH2:28][CH2:27][CH2:26]3)[CH2:21][CH2:22][CH:16]2[CH2:15][CH2:14][CH2:13]1)[CH3:9])(C)(C)C.Cl. (5) Given the product [CH2:40]([O:39][C:37]([C:30]1[C:31]([C:32]([O:34][CH2:35][CH3:36])=[O:33])=[C:24]([CH:19]2[CH2:20][CH2:21][CH2:22][CH2:23]2)[N:11]2[C:12]=1[C:7]([C:1]1[CH:2]=[CH:3][CH:4]=[CH:5][CH:6]=1)=[CH:8][C:9]([N:13]1[CH2:18][CH2:17][O:16][CH2:15][CH2:14]1)=[N:10]2)=[O:38])[CH3:41], predict the reactants needed to synthesize it. The reactants are: [C:1]1([C:7]2[CH:8]=[C:9]([N:13]3[CH2:18][CH2:17][O:16][CH2:15][CH2:14]3)[N:10]=[N:11][CH:12]=2)[CH:6]=[CH:5][CH:4]=[CH:3][CH:2]=1.[CH:19]1([CH2:24]OS(C)(=O)=O)[CH2:23][CH2:22][CH2:21][CH2:20]1.[C:30]([C:37]([O:39][CH2:40][CH3:41])=[O:38])#[C:31][C:32]([O:34][CH2:35][CH3:36])=[O:33].CCCC[N+](CCCC)(CCCC)CCCC.[F-]. (6) Given the product [F:1][C:2]1[CH:3]=[C:4]([CH:49]=[CH:50][CH:51]=1)[CH2:5][N:6]1[C:10]([CH3:11])=[C:9]([C:12]2[C:20]3[C:15](=[N:16][CH:17]=[C:18]([C:21]4[CH:22]=[CH:23][C:24]([N:32]5[CH2:33][CH2:34][O:35][CH2:36][CH2:37]5)=[C:25]([NH:27][S:28]([CH3:31])(=[O:29])=[O:30])[CH:26]=4)[CH:19]=3)[NH:14][CH:13]=2)[C:8]([CH3:48])=[N:7]1, predict the reactants needed to synthesize it. The reactants are: [F:1][C:2]1[CH:3]=[C:4]([CH:49]=[CH:50][CH:51]=1)[CH2:5][N:6]1[C:10]([CH3:11])=[C:9]([C:12]2[C:20]3[C:15](=[N:16][CH:17]=[C:18]([C:21]4[CH:22]=[CH:23][C:24]([N:32]5[CH2:37][CH2:36][O:35][CH2:34][CH2:33]5)=[C:25]([NH:27][S:28]([CH3:31])(=[O:30])=[O:29])[CH:26]=4)[CH:19]=3)[N:14](S(C3C=CC(C)=CC=3)(=O)=O)[CH:13]=2)[C:8]([CH3:48])=[N:7]1.[OH-].[Li+].